Dataset: Full USPTO retrosynthesis dataset with 1.9M reactions from patents (1976-2016). Task: Predict the reactants needed to synthesize the given product. (1) Given the product [CH2:9]([O:16][CH2:17][CH2:18][O:19][C:20]([C:21]1[CH:26]=[C:25]([C:41]2[CH:42]=[CH:43][C:38]([O:37][CH2:30][C:31]3[CH:36]=[CH:35][CH:34]=[CH:33][CH:32]=3)=[CH:39][CH:40]=2)[CH:24]=[C:23]([Br:28])[CH:22]=1)=[O:29])[C:10]1[CH:15]=[CH:14][CH:13]=[CH:12][CH:11]=1, predict the reactants needed to synthesize it. The reactants are: B([O-])=O.O.O.O.O.[Na+].[CH2:9]([O:16][CH2:17][CH2:18][O:19][C:20](=[O:29])[C:21]1[CH:26]=[C:25](I)[CH:24]=[C:23]([Br:28])[CH:22]=1)[C:10]1[CH:15]=[CH:14][CH:13]=[CH:12][CH:11]=1.[CH2:30]([O:37][C:38]1[CH:43]=[CH:42][C:41](B(O)O)=[CH:40][CH:39]=1)[C:31]1[CH:36]=[CH:35][CH:34]=[CH:33][CH:32]=1.Cl. (2) Given the product [CH3:12][C:13]1[CH:14]=[C:15]([NH:20][C:21]2[S:22][CH:3]=[C:4]([C:6]3[CH:11]=[CH:10][N:9]=[CH:8][CH:7]=3)[N:23]=2)[CH:16]=[CH:17][C:18]=1[CH3:19], predict the reactants needed to synthesize it. The reactants are: Br.Br[CH2:3][C:4]([C:6]1[CH:11]=[CH:10][N:9]=[CH:8][CH:7]=1)=O.[CH3:12][C:13]1[CH:14]=[C:15]([NH:20][C:21]([NH2:23])=[S:22])[CH:16]=[CH:17][C:18]=1[CH3:19].N.